From a dataset of Forward reaction prediction with 1.9M reactions from USPTO patents (1976-2016). Predict the product of the given reaction. (1) Given the reactants [CH3:1][O-:2].[Na+].[Cl:4][C:5]1[C:10]([Cl:11])=[CH:9][CH:8]=[CH:7][C:6]=1[S:12]([NH:15][C:16]1[C:25](Cl)=[N:24][C:23]2[C:18](=[CH:19][C:20]([Cl:28])=[C:21]([Cl:27])[CH:22]=2)[N:17]=1)(=[O:14])=[O:13], predict the reaction product. The product is: [Cl:4][C:5]1[C:10]([Cl:11])=[CH:9][CH:8]=[CH:7][C:6]=1[S:12]([NH:15][C:16]1[C:25]([O:2][CH3:1])=[N:24][C:23]2[C:18](=[CH:19][C:20]([Cl:28])=[C:21]([Cl:27])[CH:22]=2)[N:17]=1)(=[O:14])=[O:13]. (2) Given the reactants Cl.Cl.[NH:3]1[CH2:8][CH2:7][CH2:6][C@H:5]([C:9]2[O:13][N:12]=[C:11]([C:14]3[CH:19]=[N:18][CH:17]=[CH:16][N:15]=3)[N:10]=2)[CH2:4]1.C(Cl)Cl.[CH3:23][OH:24], predict the reaction product. The product is: [N:15]1[CH:16]=[CH:17][N:18]=[CH:19][C:14]=1[C:11]1[N:10]=[C:9]([C@H:5]2[CH2:6][CH2:7][CH2:8][N:3]([CH:23]=[O:24])[CH2:4]2)[O:13][N:12]=1. (3) The product is: [F:31][C:27]1[CH:26]=[C:25]([C@@:19]23[O:22][CH2:23][O:24][C@@H:18]2[CH2:17][N:16]([C:14]([C:11]2[CH:12]=[CH:13][C:8]([N:7]([CH2:6][CH:4]4[CH2:5][C:2]([F:1])([F:34])[CH2:3]4)[CH3:35])=[C:9]([O:32][CH3:33])[CH:10]=2)=[O:15])[CH2:21][CH2:20]3)[CH:30]=[CH:29][CH:28]=1. Given the reactants [F:1][C:2]1([F:34])[CH2:5][CH:4]([CH2:6][NH:7][C:8]2[CH:13]=[CH:12][C:11]([C:14]([N:16]3[CH2:21][CH2:20][C@:19]4([C:25]5[CH:30]=[CH:29][CH:28]=[C:27]([F:31])[CH:26]=5)[O:22][CH2:23][O:24][C@@H:18]4[CH2:17]3)=[O:15])=[CH:10][C:9]=2[O:32][CH3:33])[CH2:3]1.[C:35]([O-])([O-])=O.[K+].[K+].N[C@H](C(O)=O)CCSC, predict the reaction product. (4) Given the reactants C(O[C:6]([NH:8][CH2:9][C:10]1[CH:11]=[N:12][C:13]([CH:21]([F:23])[F:22])=[C:14]([CH:20]=1)[C:15]([O:17][CH2:18][CH3:19])=[O:16])=[O:7])(C)(C)C.CCN(C(C)C)[CH:27]([CH3:29])[CH3:28].C(Cl)(=O)C(C)C, predict the reaction product. The product is: [F:23][CH:21]([F:22])[C:13]1[N:12]=[CH:11][C:10]([CH2:9][NH:8][C:6](=[O:7])[CH:27]([CH3:29])[CH3:28])=[CH:20][C:14]=1[C:15]([O:17][CH2:18][CH3:19])=[O:16]. (5) Given the reactants [CH2:1]1[C:9]2[C:4](=[CH:5][CH:6]=[CH:7][CH:8]=2)[CH2:3][CH:2]1[CH2:10][S:11]([CH2:14][C@@H:15]([N:33]([OH:36])[CH:34]=[O:35])[C:16]1[CH:21]=[CH:20][CH:19]=[C:18]([NH:22]C(OCC2C=CC=CC=2)=O)[CH:17]=1)(=[O:13])=[O:12], predict the reaction product. The product is: [CH2:1]1[C:9]2[C:4](=[CH:5][CH:6]=[CH:7][CH:8]=2)[CH2:3][CH:2]1[CH2:10][S:11]([CH2:14][C@@H:15]([N:33]([OH:36])[CH:34]=[O:35])[C:16]1[CH:21]=[CH:20][CH:19]=[C:18]([NH2:22])[CH:17]=1)(=[O:13])=[O:12]. (6) Given the reactants [NH2:1][CH2:2][CH:3]([NH:20][C:21]1[CH:28]=[CH:27][C:24]([C:25]#[N:26])=[CH:23][CH:22]=1)[C:4]1[CH:9]=[CH:8][C:7]([O:10][CH2:11][C:12]2[CH:17]=[CH:16][CH:15]=[CH:14][CH:13]=2)=[C:6]([O:18][CH3:19])[CH:5]=1.Cl.NO.C([N:34](CC)CC)C, predict the reaction product. The product is: [NH2:1][CH2:2][CH:3]([NH:20][C:21]1[CH:28]=[CH:27][C:24]([C:25]([NH2:34])=[NH:26])=[CH:23][CH:22]=1)[C:4]1[CH:9]=[CH:8][C:7]([O:10][CH2:11][C:12]2[CH:17]=[CH:16][CH:15]=[CH:14][CH:13]=2)=[C:6]([O:18][CH3:19])[CH:5]=1. (7) Given the reactants Cl[CH2:2][C:3]1[CH:22]=[CH:21][C:6]([O:7][CH2:8][C:9]2[N:10]=[C:11]([C:15]3[CH:20]=[CH:19][CH:18]=[CH:17][CH:16]=3)[O:12][C:13]=2[CH3:14])=[CH:5][CH:4]=1.[OH:23][C:24]1[CH:29]=[CH:28][C:27]([O:30][CH2:31][O:32][CH3:33])=[CH:26][C:25]=1[CH2:34][C:35]#[N:36].CN(C)C=O.[H-].[Na+], predict the reaction product. The product is: [CH3:33][O:32][CH2:31][O:30][C:27]1[CH:28]=[CH:29][C:24]([O:23][CH2:2][C:3]2[CH:22]=[CH:21][C:6]([O:7][CH2:8][C:9]3[N:10]=[C:11]([C:15]4[CH:20]=[CH:19][CH:18]=[CH:17][CH:16]=4)[O:12][C:13]=3[CH3:14])=[CH:5][CH:4]=2)=[C:25]([CH2:34][C:35]#[N:36])[CH:26]=1.